Predict the reaction yield, written as a fraction of the theoretical maximum amount of product (1.0 means a 100% yield; for example, 0.34 means a 34% yield). From a dataset of Reaction yield outcomes from USPTO patents with 853,638 reactions. (1) The reactants are [Li]C(C)(C)C.Br[C:7]1[CH:12]=[CH:11][C:10]([C:13]([F:16])([F:15])[F:14])=[CH:9][N:8]=1.[CH2:17]([O:19][C:20]([C:22]1[N:23]([C:33]2[CH:38]=[CH:37][C:36]([O:39][CH:40]([CH3:42])[CH3:41])=[CH:35][CH:34]=2)[C:24]2[C:29]([C:30]=1[Cl:31])=[CH:28][C:27](Br)=[CH:26][CH:25]=2)=[O:21])[CH3:18].[NH4+].[Cl-].Cl. The catalyst is CCOCC.[Cl-].[Cl-].[Zn+2].C1C=CC(P(C2C=CC=CC=2)[C-]2C=CC=C2)=CC=1.C1C=CC(P(C2C=CC=CC=2)[C-]2C=CC=C2)=CC=1.Cl[Pd]Cl.[Fe+2].[Cu]I.CN1CCCC1=O.C1COCC1. The product is [CH2:17]([O:19][C:20]([C:22]1[N:23]([C:33]2[CH:34]=[CH:35][C:36]([O:39][CH:40]([CH3:41])[CH3:42])=[CH:37][CH:38]=2)[C:24]2[C:29]([C:30]=1[Cl:31])=[CH:28][C:27]([C:7]1[CH:12]=[CH:11][C:10]([C:13]([F:16])([F:15])[F:14])=[CH:9][N:8]=1)=[CH:26][CH:25]=2)=[O:21])[CH3:18]. The yield is 0.750. (2) The reactants are [Cl:1][C:2]1[CH:7]=[CH:6][C:5]([OH:8])=[CH:4][CH:3]=1.F[C:10]1[CH:15]=[CH:14][CH:13]=[CH:12][C:11]=1[N+:16]([O-:18])=[O:17].C(=O)([O-])[O-].[K+].[K+]. The catalyst is CN(C=O)C. The product is [Cl:1][C:2]1[CH:7]=[CH:6][C:5]([O:8][C:10]2[CH:15]=[CH:14][CH:13]=[CH:12][C:11]=2[N+:16]([O-:18])=[O:17])=[CH:4][CH:3]=1. The yield is 0.670.